From a dataset of Reaction yield outcomes from USPTO patents with 853,638 reactions. Predict the reaction yield, written as a fraction of the theoretical maximum amount of product (1.0 means a 100% yield; for example, 0.34 means a 34% yield). (1) The yield is 0.760. The product is [CH3:4][C:2]([C:5]1[CH:6]=[C:7]([CH:22]=[C:23]([C:26]([CH3:29])([CH3:28])[CH3:27])[C:24]=1[OH:25])[C:8]([NH:10][CH2:11][CH2:12][C:13]1[CH:18]=[CH:17][C:16]([NH2:19])=[CH:15][CH:14]=1)=[O:9])([CH3:1])[CH3:3]. The reactants are [CH3:1][C:2]([C:5]1[CH:6]=[C:7]([CH:22]=[C:23]([C:26]([CH3:29])([CH3:28])[CH3:27])[C:24]=1[OH:25])[C:8]([NH:10][CH2:11][CH2:12][C:13]1[CH:18]=[CH:17][C:16]([N+:19]([O-])=O)=[CH:15][CH:14]=1)=[O:9])([CH3:4])[CH3:3].CC(C1C=C(C=C(C(C)(C)C)C=1O)C(NCC1C=CC([N+]([O-])=O)=CC=1)=O)(C)C. No catalyst specified. (2) The yield is 0.680. No catalyst specified. The reactants are [Cl:1][C:2]1[CH:7]=[CH:6][C:5]([CH:8]2[C:13]3[CH:14]=[C:15]([C:17]4[CH:22]=[CH:21][N:20]=[CH:19][CH:18]=4)[S:16][C:12]=3[C:11](=[N:23]O)[CH2:10][CH2:9]2)=[CH:4][CH:3]=1.[OH-:25].[Na+]. The product is [Cl:1][C:2]1[CH:3]=[CH:4][C:5]([CH:8]2[CH2:9][CH2:10][NH:23][C:11](=[O:25])[C:12]3[S:16][C:15]([C:17]4[CH:22]=[CH:21][N:20]=[CH:19][CH:18]=4)=[CH:14][C:13]2=3)=[CH:6][CH:7]=1. (3) The reactants are C(OC([N:6]1[CH:10]=[C:9]([C:11]2[C:12]3[CH:19]=[CH:18][N:17]([CH2:20][O:21][CH2:22][CH2:23][Si:24]([CH3:27])([CH3:26])[CH3:25])[C:13]=3[N:14]=[CH:15][N:16]=2)[CH:8]=[N:7]1)C)C.O1CCCC1.Cl.[OH-].[Na+]. The catalyst is O. The product is [NH:6]1[CH:10]=[C:9]([C:11]2[C:12]3[CH:19]=[CH:18][N:17]([CH2:20][O:21][CH2:22][CH2:23][Si:24]([CH3:27])([CH3:26])[CH3:25])[C:13]=3[N:14]=[CH:15][N:16]=2)[CH:8]=[N:7]1. The yield is 0.880. (4) The reactants are [NH2:1][C:2]1[S:6][N:5]=[C:4]([CH3:7])[C:3]=1[C:8]([NH:10][C:11]1[CH:12]=[N:13][C:14]([O:17][CH3:18])=[CH:15][CH:16]=1)=[O:9].Cl[C:20]1[CH:29]=[N:28][C:27]2[C:22](=[CH:23][CH:24]=[C:25]([C:30]([F:33])([F:32])[F:31])[CH:26]=2)[N:21]=1.C(=O)([O-])[O-].[Cs+].[Cs+].CC1(C)C2C(=C(P(C3C=CC=CC=3)C3C=CC=CC=3)C=CC=2)OC2C(P(C3C=CC=CC=3)C3C=CC=CC=3)=CC=CC1=2. The catalyst is O1CCOCC1.CN(C=O)C.C([O-])(=O)C.[Pd+2].C([O-])(=O)C. The yield is 0.350. The product is [CH3:18][O:17][C:14]1[N:13]=[CH:12][C:11]([NH:10][C:8]([C:3]2[C:4]([CH3:7])=[N:5][S:6][C:2]=2[NH:1][C:20]2[CH:29]=[N:28][C:27]3[C:22](=[CH:23][CH:24]=[C:25]([C:30]([F:31])([F:32])[F:33])[CH:26]=3)[N:21]=2)=[O:9])=[CH:16][CH:15]=1. (5) The reactants are Cl.[F:2][C:3]([F:37])([F:36])[C:4]1[N:9]=[CH:8][C:7]([C:10]2[CH:15]=[C:14]([CH2:16][NH:17][C:18]([C@@H:20]3[CH2:24][C@@H:23]([F:25])[CH2:22][NH:21]3)=[O:19])[CH:13]=[C:12]([C:26]3[CH:27]=[N:28][C:29]([C:32]([F:35])([F:34])[F:33])=[CH:30][CH:31]=3)[N:11]=2)=[CH:6][CH:5]=1.[F:38][C:39]1[CH:44]=[CH:43][C:42]([S:45](Cl)(=[O:47])=[O:46])=[CH:41][CH:40]=1.C(N(CC)CC)C. The catalyst is C(Cl)Cl. The product is [F:37][C:3]([F:36])([F:2])[C:4]1[N:9]=[CH:8][C:7]([C:10]2[CH:15]=[C:14]([CH2:16][NH:17][C:18]([C@@H:20]3[CH2:24][C@@H:23]([F:25])[CH2:22][N:21]3[S:45]([C:42]3[CH:43]=[CH:44][C:39]([F:38])=[CH:40][CH:41]=3)(=[O:47])=[O:46])=[O:19])[CH:13]=[C:12]([C:26]3[CH:27]=[N:28][C:29]([C:32]([F:35])([F:34])[F:33])=[CH:30][CH:31]=3)[N:11]=2)=[CH:6][CH:5]=1. The yield is 0.650. (6) The product is [CH3:5][C:3]1[NH:12][N:11]([C:13]2[CH:18]=[CH:17][C:16]([N+:19]([O-:21])=[O:20])=[CH:15][N:14]=2)[C:1](=[O:7])[CH:2]=1. The reactants are [C:1]([O:7]CC)(=O)[CH2:2][C:3]([CH3:5])=O.Cl.[NH:11]([C:13]1[CH:18]=[CH:17][C:16]([N+:19]([O-:21])=[O:20])=[CH:15][N:14]=1)[NH2:12]. The yield is 0.730. The catalyst is C(O)C.